This data is from Catalyst prediction with 721,799 reactions and 888 catalyst types from USPTO. The task is: Predict which catalyst facilitates the given reaction. (1) Reactant: [CH2:1]([NH:5][S:6]([NH:9][C:10](=[O:31])/[CH:11]=[CH:12]/[C:13]1[C:14]([CH3:30])=[N:15][N:16]([CH3:29])[C:17]=1[N:18]1[C:26]2[C:21](=[CH:22][CH:23]=[C:24]([O:27]C)[CH:25]=2)[CH:20]=[CH:19]1)(=[O:8])=[O:7])[CH2:2][CH2:3][CH3:4].B(Br)(Br)Br. Product: [CH2:1]([NH:5][S:6]([NH:9][C:10](=[O:31])/[CH:11]=[CH:12]/[C:13]1[C:14]([CH3:30])=[N:15][N:16]([CH3:29])[C:17]=1[N:18]1[C:26]2[C:21](=[CH:22][CH:23]=[C:24]([OH:27])[CH:25]=2)[CH:20]=[CH:19]1)(=[O:8])=[O:7])[CH2:2][CH2:3][CH3:4]. The catalyst class is: 4. (2) Reactant: [C:1]([O:5][C:6]([N:8]1[CH2:13][CH2:12][CH:11]([C:14]2[CH:19]=[CH:18][C:17]([O:20][CH2:21][CH2:22][CH2:23][O:24][CH2:25][C:26]3[CH:31]=[CH:30][CH:29]=[CH:28][C:27]=3[F:32])=[CH:16][CH:15]=2)[CH:10]([NH2:33])[CH2:9]1)=[O:7])([CH3:4])([CH3:3])[CH3:2].[F:34][C:35]1[CH:42]=[CH:41][C:38]([CH:39]=O)=[CH:37][C:36]=1[C:43]([F:46])([F:45])[F:44].C(O)(=O)C.C(O[BH-](OC(=O)C)OC(=O)C)(=O)C.[Na+]. Product: [C:1]([O:5][C:6]([N:8]1[CH2:13][CH2:12][CH:11]([C:14]2[CH:19]=[CH:18][C:17]([O:20][CH2:21][CH2:22][CH2:23][O:24][CH2:25][C:26]3[CH:31]=[CH:30][CH:29]=[CH:28][C:27]=3[F:32])=[CH:16][CH:15]=2)[CH:10]([NH:33][CH2:39][C:38]2[CH:41]=[CH:42][C:35]([F:34])=[C:36]([C:43]([F:46])([F:44])[F:45])[CH:37]=2)[CH2:9]1)=[O:7])([CH3:4])([CH3:2])[CH3:3]. The catalyst class is: 4. (3) Reactant: [CH3:1][N:2]([CH3:22])[C:3]([NH:5][C:6]1[CH:11]=[C:10]([O:12][C:13]2[CH:14]=[N:15][C:16]([N+:19]([O-])=O)=[CH:17][CH:18]=2)[CH:9]=[CH:8][N:7]=1)=[O:4].[NH4+].[Cl-]. Product: [NH2:19][C:16]1[N:15]=[CH:14][C:13]([O:12][C:10]2[CH:9]=[CH:8][N:7]=[C:6]([NH:5][C:3](=[O:4])[N:2]([CH3:1])[CH3:22])[CH:11]=2)=[CH:18][CH:17]=1. The catalyst class is: 284. (4) Reactant: [C:1]([C:3]1[CH:8]=[C:7]([CH2:9][CH2:10][NH:11][C:12](=[O:18])[O:13][C:14]([CH3:17])([CH3:16])[CH3:15])[CH:6]=[CH:5][N:4]=1)#[N:2].[Cl:19][C:20]1[CH:21]=[C:22]([SH:29])[C:23](=[CH:27][CH:28]=1)[C:24](O)=[O:25]. Product: [Cl:19][C:20]1[CH:28]=[CH:27][C:23]2[C:24](=[O:25])[N:2]=[C:1]([C:3]3[CH:8]=[C:7]([CH2:9][CH2:10][NH:11][C:12](=[O:18])[O:13][C:14]([CH3:15])([CH3:17])[CH3:16])[CH:6]=[CH:5][N:4]=3)[S:29][C:22]=2[CH:21]=1. The catalyst class is: 17. (5) Reactant: CN.CO.[CH2:5]([N:7](CC)CC)C.O1CCCC1.Cl[C:18]1[C:23]([C:24]#[N:25])=[CH:22][N:21]=[C:20]([S:26][CH3:27])[N:19]=1. Product: [CH3:5][NH:7][C:18]1[C:23]([C:24]#[N:25])=[CH:22][N:21]=[C:20]([S:26][CH3:27])[N:19]=1. The catalyst class is: 6. (6) Reactant: [Br:1][C:2]1[CH:3]=[C:4]([C@:11]2([CH3:18])[CH2:16][O:15][CH2:14][C:13]([NH2:17])=[N:12]2)[CH:5]=[C:6]([N+:8]([O-:10])=[O:9])[CH:7]=1.[CH3:19][C:20]([O:23][C:24](O[C:24]([O:23][C:20]([CH3:22])([CH3:21])[CH3:19])=[O:25])=[O:25])([CH3:22])[CH3:21].CCN(C(C)C)C(C)C.O. Product: [C:20]([O:23][C:24](=[O:25])[NH:17][C:13]1[CH2:14][O:15][CH2:16][C@:11]([C:4]2[CH:5]=[C:6]([N+:8]([O-:10])=[O:9])[CH:7]=[C:2]([Br:1])[CH:3]=2)([CH3:18])[N:12]=1)([CH3:22])([CH3:21])[CH3:19]. The catalyst class is: 4. (7) Reactant: [CH2:1]1[C:4]2([CH2:9][CH2:8][NH:7][CH2:6][CH2:5]2)[CH2:3][N:2]1[C:10]1[N:11]=[C:12]([NH:20][C:21]2[NH:22][N:23]=[C:24]([CH3:26])[CH:25]=2)[C:13]2[CH:19]=[CH:18][CH:17]=[N:16][C:14]=2[N:15]=1.[C:27](Cl)([CH3:29])=[O:28]. Product: [CH3:26][C:24]1[CH:25]=[C:21]([NH:20][C:12]2[C:13]3[CH:19]=[CH:18][CH:17]=[N:16][C:14]=3[N:15]=[C:10]([N:2]3[CH2:1][C:4]4([CH2:9][CH2:8][N:7]([C:27](=[O:28])[CH3:29])[CH2:6][CH2:5]4)[CH2:3]3)[N:11]=2)[NH:22][N:23]=1. The catalyst class is: 3. (8) Reactant: [F:1][C:2]1[CH:3]=[C:4]([CH:15]([CH3:19])[C:16]([OH:18])=O)[CH:5]=[CH:6][C:7]=1[CH2:8][N:9]([CH3:14])[S:10]([CH3:13])(=[O:12])=[O:11].CN(C)CCCN=C=NCC.ON1C2C=CC=CC=2N=N1.[CH3:41][CH:42]1[CH2:47][CH2:46][N:45]([C:48]2[C:53]([CH2:54][NH2:55])=[CH:52][CH:51]=[C:50]([C:56]([F:59])([F:58])[F:57])[N:49]=2)[CH2:44][CH2:43]1.C(N(CC)CC)C. Product: [F:1][C:2]1[CH:3]=[C:4]([CH:15]([CH3:19])[C:16]([NH:55][CH2:54][C:53]2[C:48]([N:45]3[CH2:46][CH2:47][CH:42]([CH3:41])[CH2:43][CH2:44]3)=[N:49][C:50]([C:56]([F:59])([F:57])[F:58])=[CH:51][CH:52]=2)=[O:18])[CH:5]=[CH:6][C:7]=1[CH2:8][N:9]([CH3:14])[S:10]([CH3:13])(=[O:11])=[O:12]. The catalyst class is: 12. (9) Product: [NH2:24][C:21]1[CH:22]=[CH:23][C:18]([C:15]2[CH:16]=[CH:17][C:12]([C:10]([N:2]([CH3:1])[C@H:3]([C:7]([O:9][CH3:28])=[O:8])[CH:4]([CH3:6])[CH3:5])=[O:11])=[CH:13][CH:14]=2)=[CH:19][CH:20]=1. Reactant: [CH3:1][N:2]([C:10]([C:12]1[CH:17]=[CH:16][C:15]([C:18]2[CH:23]=[CH:22][C:21]([N+:24]([O-])=O)=[CH:20][CH:19]=2)=[CH:14][CH:13]=1)=[O:11])[C@H:3]([C:7]([O-:9])=[O:8])[CH:4]([CH3:6])[CH3:5].Cl.[CH2:28](O)C. The catalyst class is: 292.